From a dataset of Reaction yield outcomes from USPTO patents with 853,638 reactions. Predict the reaction yield, written as a fraction of the theoretical maximum amount of product (1.0 means a 100% yield; for example, 0.34 means a 34% yield). (1) The reactants are [Cl:1][C:2]1[CH:7]=[CH:6][C:5]([C:8]2(O)[CH2:13][CH2:12][N:11]([C:14]3[N:19]=[CH:18][N:17]([CH2:20][N:21]4[CH:25]=[CH:24][C:23]([C:26]([F:29])([F:28])[F:27])=[N:22]4)[C:16](=[O:30])[N:15]=3)[CH2:10][CH2:9]2)=[CH:4][CH:3]=1.FC(F)(F)C(O)=O. The catalyst is ClCCl. The product is [Cl:1][C:2]1[CH:7]=[CH:6][C:5]([C:8]2[CH2:13][CH2:12][N:11]([C:14]3[N:19]=[CH:18][N:17]([CH2:20][N:21]4[CH:25]=[CH:24][C:23]([C:26]([F:27])([F:28])[F:29])=[N:22]4)[C:16](=[O:30])[N:15]=3)[CH2:10][CH:9]=2)=[CH:4][CH:3]=1. The yield is 0.550. (2) The reactants are [CH3:1][CH:2]([CH3:22])[CH2:3][C@H:4]([N:8]1[CH2:16][C:15]2[C:10](=[CH:11][CH:12]=[CH:13][C:14]=2[C:17]([F:20])([F:19])[F:18])[C:9]1=[O:21])[C:5]([OH:7])=O.C(Cl)(=O)C(Cl)=O.[NH2:29][C:30]1[CH:35]=[N:34][CH:33]=[CH:32][N:31]=1.N1C(C)=CC=CC=1C. The catalyst is C(Cl)Cl.CN(C)C=O.CO. The product is [N:31]1[CH:32]=[CH:33][N:34]=[CH:35][C:30]=1[NH:29][C:5](=[O:7])[C@@H:4]([N:8]1[CH2:16][C:15]2[C:10](=[CH:11][CH:12]=[CH:13][C:14]=2[C:17]([F:19])([F:18])[F:20])[C:9]1=[O:21])[CH2:3][CH:2]([CH3:22])[CH3:1]. The yield is 0.120.